This data is from Experimentally validated miRNA-target interactions with 360,000+ pairs, plus equal number of negative samples. The task is: Binary Classification. Given a miRNA mature sequence and a target amino acid sequence, predict their likelihood of interaction. (1) The miRNA is cel-miR-40-3p with sequence UCACCGGGUGUACAUCAGCUAA. The protein sequence of the target gene is MATSADSPSSPLGAEDLLSDSSEPPGLNQVSSEVTSQLYASLRLSRQAEATARAQLYLPSTSPPHEGLDGFAQELSRSLSVGLEKNLKKKDGSKHIFEMESVRGQLQTMLQTSRDTAYRDPLIPGAGSERREEDSFDSDSTATLLNTRPLQDLSPSSSAQALEELFPRYTSLRPGPPLNPPDFQGLRDALDSEHTRRKHCERHIQSLQTRVLELQQQLAVAVAADRKKDTMIEQLDKTLARVVEGWNRHEAERTEVLRGLQEEHQAAELTRSKQQETVTRLEQSLSEAMEALNREQESAR.... Result: 0 (no interaction). (2) The miRNA is hsa-miR-362-5p with sequence AAUCCUUGGAACCUAGGUGUGAGU. The protein sequence of the target gene is MRPRPEGRGLRAGVALSPALLLLLLLPPPPTLLGRLWAAGTPSPSAPGARQDGALGAGRVKRGWVWNQFFVVEEYTGTEPLYVGKIHSDSDEGDGAIKYTISGEGAGTIFLIDELTGDIHAMERLDREQKTFYTLRAQARDRATNRLLEPESEFIIKVQDINDSEPRFLHGPYIGSVAELSPTGTSVMQVMASDADDPTYGSSARLVYSVLDGEHHFTVDPKTGVIRTAVPDLDRESQERYEVVIQATDMAGQLGGLSGSTTVTIVVTDVNDNPPRFPQKMYQFSIQESAPIGTAVGRVK.... Result: 0 (no interaction). (3) The miRNA is hsa-miR-6744-3p with sequence GGGCCUCUCUUGUCAUCCUGCAG. The protein sequence of the target gene is MLRLRSGLRHLRATPNTRGSARLLCAEMPKKAGATTKGKSQSKEPERPLPPLGPVAVDPKGCVTIAIHAKPGSKQNAVTDLTAEAVNVAIAAPPSEGEANAELCRYLSKVLELRKSDVVLDKGGKSREKVVKLLASTTPEEILEKLKKEAKKT. Result: 1 (interaction). (4) The miRNA is hsa-miR-664a-5p with sequence ACUGGCUAGGGAAAAUGAUUGGAU. The protein sequence of the target gene is MAALPRGSRGLPLLPLLLLLPPLGGPRGADGYFPEERWSPESPLQAPRVLIALLARNAAPALPATLGALEQLRHPRERTALWVATDHNTDNTSAILREWLVAVKGLYHSVEWRPAEEPSSYPDEEGPKHWSDSRYEHVMKLRQAALKSARDMWADYILFMDIDNLITNPDTLSLLIAENKTVVAPMLDSRAAYSNFWCGMTSQGYYKRTPAYIPIRKRDRRGCFAVPMVHSTFLIDLRKAASRNLAFYPTHPDYTWSFDDIIVFAFSCKQAEVQMYVCNKEVYGFLPVPLRAHSSLQDEA.... Result: 0 (no interaction). (5) The miRNA is hsa-miR-92a-3p with sequence UAUUGCACUUGUCCCGGCCUGU. The protein sequence of the target gene is MNAAVVRRTQEALGKVIRRPPLTEKLLSKPPFRYLHDIITEVIRMTGFMKGLYTDAEMKSDNVKDKDAKISFLQKAIDVVVMVSGEPLLAKPARIVAGHEPERTNELLQIIGKCCLNKLSSDDAVRRVLAGEKGEVKGRASLTSRSQELDNKNVREEESRVHKNTEDRGDAEIKERSTSRDRKQKEELKEDRKPREKDKDKEKAKENGGNRHREGERERAKARARPDNERQKDRGNRERDRDSERKKETERKSEGGKEKERLRDRDRERDRDKGKDRDRRRVKNGEHSWDLDREKNREHD.... Result: 1 (interaction). (6) The miRNA is hsa-miR-1303 with sequence UUUAGAGACGGGGUCUUGCUCU. The protein sequence of the target gene is MPEEAGFPPAKRFRPGSGPPSRAGSFPPGRQVVMLLTAGSGGRGGGGGRRQQPPLAQPSASPYPEAVELQRRSLPIFQARGQLLAQLRNLDNAVLIGETGSGKTTQIPQYLYEGGISRQGIIAVTQPRRVAAISLATRVSDEKRTELGKLVGYTVRFDDVTSEDTRIKFLTDGMLLREAISDSLLRKYSCVILDEAHERTIHTDVLFGVVKAAQKRRKELGKLPLKVIVMSATMDVDLFSQYFNGAPVLYLEGRQHPIQVFYTKQPQNDYLHAALVSVFQIHQEAPSSQDILVFLTGQEE.... Result: 0 (no interaction). (7) The miRNA is mmu-miR-466h-3p with sequence UACGCACGCACACACACAC. The protein sequence of the target gene is MAFSDLTSRTVRFYDNWIKDADPRVEDYLLMSSPLPQTIILGLYVYFVTSLGPKLMENRKPFELKKAMITYNFFIVLFSVYMCYEFVMSGWGTGYSFRCDIVDYSQSPRAMRMVHTCWLYYFSKFIELLDTIFFVLRKKNSQVTFLHVFHHTIMPWTWWFGVKFAAGGLGTFHAFLNTAVHVVMYSYYGLCAMGPAYQKYLWWKKHLTSLQLVQFVLVTIHIGQIFFMEDCNYQYPVFLYIIMSYGCIFLLLFLHFWYRAYTKGQRLPKTLENGNCKSKRH. Result: 1 (interaction). (8) The miRNA is hsa-miR-4667-3p with sequence UCCCUCCUUCUGUCCCCACAG. The protein sequence of the target gene is MDSQRPEPREEEEEEQELRWMELDSEEALGTRTEGPSVVQGWGHLLQAVWRGPAGLVTQLLRQGASVEERDHAGRTPLHLAVLRGHAPLVRLLLQRGAPVGAVDRAGRTALHEAAWHGHSRVAELLLQRGASAAARSGTGLTPLHWAAALGHTLLAARLLEAPGPGPAAAEAEDARGWTAAHWAAAGGRLAVLELLAAGGAGLDGALLVAAAAGRGAALRFLLARGARVDARDGAGATALGLAAALGRSQDIEVLLGHGADPGIRDRHGRSALHRAAARGHLLAVQLLVTQGAEVDARDT.... Result: 1 (interaction). (9) The protein sequence of the target gene is MASCRAWNLRVLVAVVCGLLTGIILGLGIWRIVIRIQRGKSTSSSSTPTEFCRNGGTWENGRCICTEEWKGLRCTIANFCENSTYMGFTFARIPVGRYGPSLQTCGKDTPNAGNPMAVRLCSLSLYGEIELQKVTIGNCNENLETLEKQVKDVTAPLNNISSEVQILTSDANKLTAENITSATRVVGQIFNTSRNASPEAKKVAIVTVSQLLDASEDAFQRVAATANDDALTTLIEQMETYSLSLGNQSVVEPNIAIQSANFSSENAVGPSNVRFSVQKGASSSLVSSSTFIHTNVDGLN.... The miRNA is hsa-miR-4762-5p with sequence CCAAAUCUUGAUCAGAAGCCU. Result: 1 (interaction). (10) The protein sequence of the target gene is MNWHMIISGLIVVVLKVVGMTLFLLYFPQIFNKSNDGFTTTRSYGTVSQIFGSSSPSPNGFITTRSYGTVCPKDWEFYQARCFFLSTSESSWNESRDFCKGKGSTLAIVNTPEKLKFLQDITDAEKYFIGLIYHREEKRWRWINNSVFNGNVTNQNQNFNCATIGLTKTFDAASCDISYRRICEKNAK. Result: 0 (no interaction). The miRNA is mmu-miR-26b-5p with sequence UUCAAGUAAUUCAGGAUAGGU.